Dataset: Catalyst prediction with 721,799 reactions and 888 catalyst types from USPTO. Task: Predict which catalyst facilitates the given reaction. (1) Reactant: [Cl:1][C:2]1[N:7]=[CH:6][C:5]([CH2:8][NH2:9])=[CH:4][CH:3]=1.[CH3:10][S:11](Cl)=[O:12]. Product: [Cl:1][C:2]1[N:7]=[CH:6][C:5]([CH2:8][NH:9][S:11]([CH3:10])=[O:12])=[CH:4][CH:3]=1. The catalyst class is: 7. (2) Reactant: N1CCCCC1.[CH3:7][O:8][C:9]1[CH:10]=[C:11]([CH:14]=[CH:15][C:16]=1[O:17][CH2:18][CH2:19][C:20]#[C:21][CH2:22][CH2:23][CH2:24][CH3:25])[CH:12]=O.C([CH2:29][C:30]([NH:32][C:33]1[CH:41]=[CH:40][CH:39]=[CH:38][C:34]=1[C:35]([OH:37])=[O:36])=[O:31])(O)=O.CC(O)=O. Product: [CH3:7][O:8][C:9]1[CH:10]=[C:11](/[CH:12]=[CH:29]/[C:30]([NH:32][C:33]2[CH:41]=[CH:40][CH:39]=[CH:38][C:34]=2[C:35]([OH:37])=[O:36])=[O:31])[CH:14]=[CH:15][C:16]=1[O:17][CH2:18][CH2:19][C:20]#[C:21][CH2:22][CH2:23][CH2:24][CH3:25]. The catalyst class is: 11.